This data is from Full USPTO retrosynthesis dataset with 1.9M reactions from patents (1976-2016). The task is: Predict the reactants needed to synthesize the given product. (1) Given the product [Br:24][C:25]1[CH:32]=[CH:31][C:28]([CH2:29][NH:30][C:2]2[CH:19]=[CH:18][C:5]([O:6][CH2:7][C:8]3[CH:17]=[CH:16][C:15]4[C:10](=[CH:11][CH:12]=[CH:13][CH:14]=4)[N:9]=3)=[CH:4][C:3]=2[N+:20]([O-:22])=[O:21])=[CH:27][CH:26]=1, predict the reactants needed to synthesize it. The reactants are: F[C:2]1[CH:19]=[CH:18][C:5]([O:6][CH2:7][C:8]2[CH:17]=[CH:16][C:15]3[C:10](=[CH:11][CH:12]=[CH:13][CH:14]=3)[N:9]=2)=[CH:4][C:3]=1[N+:20]([O-:22])=[O:21].Cl.[Br:24][C:25]1[CH:32]=[CH:31][C:28]([CH2:29][NH2:30])=[CH:27][CH:26]=1.CCN(C(C)C)C(C)C. (2) Given the product [N:27]1([C:2]2[CH:7]=[CH:6][C:5]([N:8]3[CH2:13][CH2:12][CH:11]([CH:14]4[CH2:19][CH2:18][N:17]([C:20]([O:22][C:23]([CH3:26])([CH3:25])[CH3:24])=[O:21])[CH2:16][CH2:15]4)[CH2:10][CH2:9]3)=[CH:4][CH:3]=2)[CH:31]=[N:30][CH:29]=[N:28]1, predict the reactants needed to synthesize it. The reactants are: I[C:2]1[CH:7]=[CH:6][C:5]([N:8]2[CH2:13][CH2:12][CH:11]([CH:14]3[CH2:19][CH2:18][N:17]([C:20]([O:22][C:23]([CH3:26])([CH3:25])[CH3:24])=[O:21])[CH2:16][CH2:15]3)[CH2:10][CH2:9]2)=[CH:4][CH:3]=1.[NH:27]1[CH:31]=[N:30][CH:29]=[N:28]1.CN(C)CCN.[O-]P([O-])([O-])=O.[K+].[K+].[K+]. (3) Given the product [CH2:4]([O:3][C:1](=[O:2])[CH:10]([C:11]1[CH:16]=[CH:15][C:14]([Cl:17])=[CH:13][CH:12]=1)[CH:9]=[O:8])[CH3:5], predict the reactants needed to synthesize it. The reactants are: [CH:1]([O:3][CH2:4][CH3:5])=[O:2].C([O:8][C:9](=O)[CH2:10][C:11]1[CH:16]=[CH:15][C:14]([Cl:17])=[CH:13][CH:12]=1)C.[H-].[Na+].Cl. (4) Given the product [CH3:12][Si:13]([N:16]([Si:17]([CH3:20])([CH3:19])[CH3:18])[C@H:2]([B:9]([OH:11])[OH:10])[CH2:3][C:4]1[CH:8]=[CH:7][S:6][CH:5]=1)([CH3:15])[CH3:14], predict the reactants needed to synthesize it. The reactants are: Cl[C@@H:2]([B:9]([OH:11])[OH:10])[CH2:3][C:4]1[CH:8]=[CH:7][S:6][CH:5]=1.[CH3:12][Si:13]([N-:16][Si:17]([CH3:20])([CH3:19])[CH3:18])([CH3:15])[CH3:14].[Li+]. (5) Given the product [CH2:1]([O:3][C:4]([C:6]1[C:14]2[CH2:13][CH2:12][C:11]3[C:10]([C:9]=2[N:8]([CH3:16])[C:7]=1[C:17]([O:19][C:20]([CH3:22])([CH3:21])[CH3:23])=[O:18])=[N:39][C:40]([NH2:42])=[N:41][CH:24]=3)=[O:5])[CH3:2], predict the reactants needed to synthesize it. The reactants are: [CH2:1]([O:3][C:4]([C:6]1[C:14]2[CH2:13][CH2:12][CH2:11][C:10](=O)[C:9]=2[N:8]([CH3:16])[C:7]=1[C:17]([O:19][C:20]([CH3:23])([CH3:22])[CH3:21])=[O:18])=[O:5])[CH3:2].[C:24](OC(OC(C)(C)C)N(C)C)(C)(C)C.Cl.[NH2:39][C:40]([NH2:42])=[NH:41].C([O-])([O-])=O.[K+].[K+]. (6) Given the product [Cl:1][C:2]1[CH:7]=[CH:6][C:5]([C:8]([N:16]2[C:24]3[C:19](=[C:20]([NH:25][S:26]([CH3:29])(=[O:28])=[O:27])[CH:21]=[CH:22][CH:23]=3)[CH:18]=[N:17]2)([CH:11]2[CH2:13][CH:12]2[C:14]#[N:15])[CH2:9][CH3:10])=[CH:4][CH:3]=1, predict the reactants needed to synthesize it. The reactants are: [Cl:1][C:2]1[CH:7]=[CH:6][C:5]([C:8]([N:16]2[C:24]3[C:19](=[C:20]([N:25](COCC[Si](C)(C)C)[S:26]([CH3:29])(=[O:28])=[O:27])[CH:21]=[CH:22][CH:23]=3)[CH:18]=[N:17]2)([CH:11]2[CH2:13][CH:12]2[C:14]#[N:15])[CH2:9][CH3:10])=[CH:4][CH:3]=1. (7) Given the product [N+:11]([C:3]1[CH:4]=[CH:5][CH:6]=[C:7]([N+:8]([O-:10])=[O:9])[C:2]=1[CH:15]=[CH2:16])([O-:13])=[O:12], predict the reactants needed to synthesize it. The reactants are: Cl[C:2]1[C:7]([N+:8]([O-:10])=[O:9])=[CH:6][CH:5]=[CH:4][C:3]=1[N+:11]([O-:13])=[O:12].O1C=C[CH:16]=[C:15]1P(C1OC=CC=1)C1OC=CC=1.[Cl-].[Li+].C([Sn](CCCC)(CCCC)C=C)CCC. (8) Given the product [CH3:15][C:16]1[C:21]([C:22]([NH:1][C:2]2[CH:10]=[C:9]3[C:5]([C:6]([CH3:14])([CH3:13])[C:7](=[O:12])[N:8]3[CH3:11])=[CH:4][CH:3]=2)=[O:23])=[CH:20][N:19]=[CH:18][CH:17]=1, predict the reactants needed to synthesize it. The reactants are: [NH2:1][C:2]1[CH:10]=[C:9]2[C:5]([C:6]([CH3:14])([CH3:13])[C:7](=[O:12])[N:8]2[CH3:11])=[CH:4][CH:3]=1.[CH3:15][C:16]1[C:21]([C:22](O)=[O:23])=[CH:20][N:19]=[CH:18][CH:17]=1. (9) The reactants are: [F:1][C:2]1[CH:7]=[C:6]([F:8])[CH:5]=[CH:4][C:3]=1[S:9](Cl)(=[O:11])=[O:10].[NH2:13][C:14]1[CH:15]=[C:16]([CH:26]=[CH:27][C:28]=1[O:29][CH3:30])[C:17]([NH:19][C:20]1[CH:25]=[CH:24][CH:23]=[CH:22][CH:21]=1)=[O:18]. Given the product [F:1][C:2]1[CH:7]=[C:6]([F:8])[CH:5]=[CH:4][C:3]=1[S:9]([NH:13][C:14]1[CH:15]=[C:16]([CH:26]=[CH:27][C:28]=1[O:29][CH3:30])[C:17]([NH:19][C:20]1[CH:25]=[CH:24][CH:23]=[CH:22][CH:21]=1)=[O:18])(=[O:11])=[O:10], predict the reactants needed to synthesize it.